This data is from Full USPTO retrosynthesis dataset with 1.9M reactions from patents (1976-2016). The task is: Predict the reactants needed to synthesize the given product. (1) Given the product [CH2:32]([NH:36][C:27]([C:12]1[C:13]([OH:26])=[C:14]([C:17]([NH:19][CH2:20][C:21]([OH:23])=[O:22])=[O:18])[C:15](=[O:16])[N:10]([CH2:9][C:3]2[CH:4]=[CH:5][C:6]([Cl:8])=[CH:7][C:2]=2[Cl:1])[C:11]=1[OH:31])=[O:28])[CH2:33][CH2:34][CH3:35], predict the reactants needed to synthesize it. The reactants are: [Cl:1][C:2]1[CH:7]=[C:6]([Cl:8])[CH:5]=[CH:4][C:3]=1[CH2:9][N:10]1[C:15](=[O:16])[C:14]([C:17]([NH:19][CH2:20][C:21]([O:23]CC)=[O:22])=[O:18])=[C:13]([OH:26])[C:12]([C:27](OC)=[O:28])=[C:11]1[OH:31].[CH2:32]([NH2:36])[CH2:33][CH2:34][CH3:35]. (2) Given the product [O:11]1[C:7]2[CH:6]=[CH:5][C:4]([C:1]3[CH:2]=[C:14]([C:20]([OH:22])=[O:21])[C:15](=[O:16])[NH:26][N:27]=3)=[CH:12][C:8]=2[CH:9]=[CH:10]1, predict the reactants needed to synthesize it. The reactants are: [C:1]([C:4]1[CH:5]=[CH:6][C:7]2[O:11][CH:10]=[CH:9][C:8]=2[CH:12]=1)(=O)[CH3:2].O=[C:14]([C:20]([O:22]CC)=[O:21])[C:15](OCC)=[O:16].O.[NH2:26][NH2:27].[OH-].[Na+].Cl. (3) Given the product [NH2:11][CH2:12][C:13]1[CH:14]=[C:15]([NH:24][C:25](=[O:50])[N:26]([CH2:28][CH2:29][C:30]2[CH:35]=[CH:34][C:33]([CH:36]([NH:40][C:41]3[CH:46]=[CH:45][CH:44]=[C:43]([C:47](=[O:49])[NH2:48])[CH:42]=3)[C:37]([OH:39])=[O:38])=[CH:32][CH:31]=2)[CH3:27])[CH:16]=[CH:17][C:18]=1[S:19]([CH2:22][CH3:23])(=[O:21])=[O:20], predict the reactants needed to synthesize it. The reactants are: C(OC([NH:11][CH2:12][C:13]1[CH:14]=[C:15]([NH:24][C:25](=[O:50])[N:26]([CH2:28][CH2:29][C:30]2[CH:35]=[CH:34][C:33]([CH:36]([NH:40][C:41]3[CH:46]=[CH:45][CH:44]=[C:43]([C:47](=[O:49])[NH2:48])[CH:42]=3)[C:37]([OH:39])=[O:38])=[CH:32][CH:31]=2)[CH3:27])[CH:16]=[CH:17][C:18]=1[S:19]([CH2:22][CH3:23])(=[O:21])=[O:20])=O)C1C=CC=CC=1. (4) Given the product [OH:14][C:4]([CH3:10])([CH3:9])[CH2:5][C@H:6]1[CH2:7][O:32][C:29](=[O:30])[NH:28]1, predict the reactants needed to synthesize it. The reactants are: C[Mg]Br.[C:4]1([CH3:10])[CH:9]=C[CH:7]=[CH:6][CH:5]=1.C1C[O:14]CC1.C(C([C@H]1C[O:30][C:29](=[O:32])[NH:28]1)C([O-])=O)C1C=CC=CC=1. (5) Given the product [CH2:25]([O:24][C:22]([N:11]1[CH2:12][CH2:13][N:8]([C:6]([O:5][C:1]([CH3:4])([CH3:3])[CH3:2])=[O:7])[CH2:9][CH:10]1[CH2:14][OH:15])=[O:23])[C:26]1[CH:31]=[CH:30][CH:29]=[CH:28][CH:27]=1, predict the reactants needed to synthesize it. The reactants are: [C:1]([O:5][C:6]([N:8]1[CH2:13][CH2:12][NH:11][CH:10]([CH2:14][OH:15])[CH2:9]1)=[O:7])([CH3:4])([CH3:3])[CH3:2].C([O-])(O)=O.[Na+].Cl[C:22]([O:24][CH2:25][C:26]1[CH:31]=[CH:30][CH:29]=[CH:28][CH:27]=1)=[O:23]. (6) Given the product [Cl:42][C:43]1[CH:55]=[C:54]([Cl:56])[CH:53]=[CH:52][C:44]=1[O:45][CH:46]1[CH2:47][CH2:48][N:49]([S:35]([C:32]2[C:31]([CH3:39])=[N:30][N:29]([CH:28]([F:40])[F:27])[C:33]=2[CH3:34])(=[O:37])=[O:36])[CH2:50][CH2:51]1, predict the reactants needed to synthesize it. The reactants are: ClC1C=C(C=CC=1Cl)OC1CCN(S(C2C(C)=NN(C)C=2C)(=O)=O)CC1.[F:27][CH:28]([F:40])[N:29]1[C:33]([CH3:34])=[C:32]([S:35](Cl)(=[O:37])=[O:36])[C:31]([CH3:39])=[N:30]1.Cl.[Cl:42][C:43]1[CH:55]=[C:54]([Cl:56])[CH:53]=[CH:52][C:44]=1[O:45][CH:46]1[CH2:51][CH2:50][NH:49][CH2:48][CH2:47]1.